Dataset: Catalyst prediction with 721,799 reactions and 888 catalyst types from USPTO. Task: Predict which catalyst facilitates the given reaction. (1) Reactant: [CH3:1][O:2][C:3]1[C:4](=[O:23])[C:5]([CH3:22])=[C:6]([CH2:12][C:13]2[CH:21]=[CH:20][C:16]([C:17](O)=[O:18])=[CH:15][CH:14]=2)[C:7](=[O:11])[C:8]=1[O:9][CH3:10].[NH:24]1[CH2:29][CH2:28][CH2:27][CH2:26][CH2:25]1.Cl.C(N=C=NCCCN(C)C)C. Product: [CH3:1][O:2][C:3]1[C:4](=[O:23])[C:5]([CH3:22])=[C:6]([CH2:12][C:13]2[CH:14]=[CH:15][C:16]([C:17]([N:24]3[CH2:29][CH2:28][CH2:27][CH2:26][CH2:25]3)=[O:18])=[CH:20][CH:21]=2)[C:7](=[O:11])[C:8]=1[O:9][CH3:10]. The catalyst class is: 2. (2) Reactant: [Cl:1][C:2]1[CH:7]=[CH:6][C:5]([C:8]2[O:12][N:11]=[C:10]([C:13]([O:15][CH2:16][CH3:17])=[O:14])[CH:9]=2)=[CH:4][CH:3]=1.[Cl:18]N1C(=O)CCC1=O. Product: [Cl:18][C:9]1[C:10]([C:13]([O:15][CH2:16][CH3:17])=[O:14])=[N:11][O:12][C:8]=1[C:5]1[CH:4]=[CH:3][C:2]([Cl:1])=[CH:7][CH:6]=1. The catalyst class is: 15. (3) Reactant: C(OC([N:8]1[CH2:13][CH2:12][CH:11]([C:14]2(O)[CH:18]([C:19]([O:21][CH3:22])=[O:20])[S:17][C:16]3[C:23]([C:27]([F:30])([F:29])[F:28])=[CH:24][CH:25]=[CH:26][C:15]2=3)[CH2:10][CH2:9]1)=O)(C)(C)C.C(O)(C(F)(F)F)=O.C(=O)([O-])[O-].[K+].[K+]. Product: [CH3:22][O:21][C:19]([C:18]1[S:17][C:16]2[C:23]([C:27]([F:29])([F:30])[F:28])=[CH:24][CH:25]=[CH:26][C:15]=2[C:14]=1[CH:11]1[CH2:12][CH2:13][NH:8][CH2:9][CH2:10]1)=[O:20]. The catalyst class is: 2. (4) Reactant: [C:1]1(B(O)O)[CH:6]=[CH:5][CH:4]=[CH:3][CH:2]=1.[O:10]1[C:14]2[CH:15]=[CH:16][C:17]([C:19]3([C:22]([NH:24][C:25]4[CH:26]=[C:27]5[C:31](=[CH:32][CH:33]=4)[NH:30][CH:29]=[C:28]5Br)=[O:23])[CH2:21][CH2:20]3)=[CH:18][C:13]=2[O:12][CH2:11]1.C(=O)([O-])[O-].[K+].[K+]. The catalyst class is: 8. Product: [O:10]1[C:14]2[CH:15]=[CH:16][C:17]([C:19]3([C:22]([NH:24][C:25]4[CH:26]=[C:27]5[C:31](=[CH:32][CH:33]=4)[NH:30][CH:29]=[C:28]5[C:1]4[CH:6]=[CH:5][CH:4]=[CH:3][CH:2]=4)=[O:23])[CH2:21][CH2:20]3)=[CH:18][C:13]=2[O:12][CH2:11]1. (5) Reactant: [CH3:1][O:2][C:3]1[CH:4]=[C:5]([CH2:10][C@@H:11]2[C@@H:16]([CH2:17][C:18]3[CH:19]=[CH:20][C:21]([OH:26])=[C:22]([O:24][CH3:25])[CH:23]=3)[C:14](=[O:15])[O:13][CH2:12]2)[CH:6]=[CH:7][C:8]=1[OH:9].[C:27]([O:46]C(=O)CCCCCCCCCCCCCCCCC)(=[O:45])[CH2:28][CH2:29][CH2:30][CH2:31][CH2:32][CH2:33][CH2:34][CH2:35][CH2:36][CH2:37][CH2:38][CH2:39][CH2:40][CH2:41][CH2:42][CH2:43][CH3:44]. Product: [CH3:1][O:2][C:3]1[CH:4]=[C:5]([CH2:10][C@@H:11]2[C@@H:16]([CH2:17][C:18]3[CH:19]=[CH:20][C:21]([OH:26])=[C:22]([O:24][CH3:25])[CH:23]=3)[C:14](=[O:15])[O:13][CH2:12]2)[CH:6]=[CH:7][C:8]=1[OH:9].[C:27]([O-:46])(=[O:45])[CH2:28][CH2:29][CH2:30][CH2:31][CH2:32][CH2:33][CH2:34][CH2:35][CH2:36][CH2:37][CH2:38][CH2:39][CH2:40][CH2:41][CH2:42][CH2:43][CH3:44]. The catalyst class is: 17. (6) Reactant: [Li+].CC([N-]C(C)C)C.[F:9][C:10]1[CH:15]=[C:14]([C:16]([F:19])([F:18])[F:17])[CH:13]=[CH:12][C:11]=1[NH2:20].Cl[C:22]1[C:30]([C:31]([OH:33])=[O:32])=[C:29]2[N:25]([CH2:26][CH2:27][CH2:28]2)[C:24](=[O:34])[C:23]=1[F:35]. Product: [F:35][C:23]1[C:24](=[O:34])[N:25]2[C:29](=[C:30]([C:31]([OH:33])=[O:32])[C:22]=1[NH:20][C:11]1[CH:12]=[CH:13][C:14]([C:16]([F:18])([F:19])[F:17])=[CH:15][C:10]=1[F:9])[CH2:28][CH2:27][CH2:26]2. The catalyst class is: 1. (7) Reactant: ClC1C=C([C@@H](O)CN(CCC2C=CC([C:26]3[CH:31]=[CH:30][C:29]([CH:32]=[O:33])=[C:28](C)[C:27]=3C)=CC=2)C(=O)OC(C)(C)C)C=CC=1.OO.Cl([O-])=[O:40].[Na+]. Product: [C:32]([OH:33])(=[O:40])[C:29]1[CH:28]=[CH:27][CH:26]=[CH:31][CH:30]=1. The catalyst class is: 115.